From a dataset of Forward reaction prediction with 1.9M reactions from USPTO patents (1976-2016). Predict the product of the given reaction. (1) Given the reactants [C:1]([O:4][CH:5]([C:23](=[O:34])[CH2:24][O:25][CH2:26][CH2:27][O:28][CH2:29][CH2:30][N:31]=[N+]=[N-])[CH:6]([O:19][C:20](=[O:22])[CH3:21])[CH:7]([O:15][C:16](=[O:18])[CH3:17])[CH:8]([O:11][C:12](=[O:14])[CH3:13])[CH2:9][OH:10])(=[O:3])[CH3:2], predict the reaction product. The product is: [C:1]([O:4][CH:5]([C:23](=[O:34])[CH2:24][O:25][CH2:26][CH2:27][O:28][CH2:29][CH2:30][NH2:31])[CH:6]([O:19][C:20](=[O:22])[CH3:21])[CH:7]([O:15][C:16](=[O:18])[CH3:17])[CH:8]([O:11][C:12](=[O:14])[CH3:13])[CH2:9][OH:10])(=[O:3])[CH3:2]. (2) Given the reactants [F:1][CH:2]([F:35])[C:3]1[CH:12]=[C:11]2[C:6]([CH2:7][CH2:8][CH2:9][N:10]2[C:13]2[C:17]3[CH2:18][N:19]([C:22]([O:24][C:25]([CH3:28])([CH3:27])[CH3:26])=[O:23])[CH2:20][CH2:21][C:16]=3[NH:15][N:14]=2)=[CH:5][C:4]=1[C:29]1[CH:30]=[N:31][N:32]([CH3:34])[CH:33]=1.C(=O)([O-])[O-].[Cs+].[Cs+], predict the reaction product. The product is: [CH:3]1([N:15]2[C:16]3[CH2:21][CH2:20][N:19]([C:22]([O:24][C:25]([CH3:26])([CH3:27])[CH3:28])=[O:23])[CH2:18][C:17]=3[C:13]([N:10]3[C:11]4[C:6](=[CH:5][C:4]([C:29]5[CH:30]=[N:31][N:32]([CH3:34])[CH:33]=5)=[C:3]([CH:2]([F:1])[F:35])[CH:12]=4)[CH2:7][CH2:8][CH2:9]3)=[N:14]2)[CH2:12][CH2:11][CH2:6][CH2:5][CH2:4]1. (3) Given the reactants [OH:1][C:2]1[CH:9]=[CH:8][C:5]([CH:6]=[CH2:7])=[CH:4][CH:3]=1.C(N([CH2:15][CH3:16])CC)C.[C:17]([O:20][CH2:21][CH3:22])(=O)[CH3:18], predict the reaction product. The product is: [CH:16]1([CH2:18][CH2:17][O:20][CH:21]([O:1][C:2]2[CH:9]=[CH:8][C:5]([CH:6]=[CH2:7])=[CH:4][CH:3]=2)[CH3:22])[CH2:15][CH2:4][CH2:3][CH2:2][CH2:9]1.[OH:1][C:2]1[CH:9]=[CH:8][C:5]([CH:6]=[CH2:7])=[CH:4][CH:3]=1. (4) Given the reactants [CH3:1][C:2]1[C:7]([CH3:8])=[CH:6][CH:5]=[CH:4][C:3]=1[CH:9]([C:11]1[NH:12][CH:13]=[CH:14][N:15]=1)[CH3:10].N1C=CC=CC=1.[O:22]=[C:23](Cl)[O:24][C:25](Cl)(Cl)Cl.[CH3:30][O:31][C:32]1[C:37]2[O:38][CH2:39][O:40][C:36]=2[CH:35]=[C:34](CO)[CH:33]=1, predict the reaction product. The product is: [CH3:1][C:2]1[C:7]([CH3:8])=[CH:6][CH:5]=[CH:4][C:3]=1[C@@H:9]([C:11]1[N:15]([C:23]([O:24][CH2:25][C:34]2[CH:33]=[C:32]([O:31][CH3:30])[C:37]3[O:38][CH2:39][O:40][C:36]=3[CH:35]=2)=[O:22])[CH:14]=[CH:13][N:12]=1)[CH3:10]. (5) Given the reactants Br[CH2:2][CH2:3][CH2:4][CH2:5][CH2:6][CH2:7][CH2:8][CH2:9][CH2:10][CH2:11][CH2:12][CH2:13][OH:14].C(=O)([O-])[O-].[Na+].[Na+].[N+:21]([C:24]1[CH:25]=[C:26]([CH:29]=[C:30]([N+:32]([O-:34])=[O:33])[CH:31]=1)[CH2:27][OH:28])([O-:23])=[O:22], predict the reaction product. The product is: [N+:21]([C:24]1[CH:25]=[C:26]([CH:29]=[C:30]([N+:32]([O-:34])=[O:33])[CH:31]=1)[CH2:27][O:28][CH2:2][CH2:3][CH2:4][CH2:5][CH2:6][CH2:7][CH2:8][CH2:9][CH2:10][CH2:11][CH2:12][CH2:13][OH:14])([O-:23])=[O:22]. (6) Given the reactants [O:1]1[C:5]2[CH:6]=[CH:7][C:8]([C:10]3[O:14][C:13]([SH:15])=[N:12][N:11]=3)=[CH:9][C:4]=2[CH2:3][CH2:2]1.Cl[CH2:17][C:18]1[CH:19]=[CH:20][C:21]([O:26][CH3:27])=[C:22]([CH:25]=1)[C:23]#[N:24], predict the reaction product. The product is: [O:1]1[C:5]2[CH:6]=[CH:7][C:8]([C:10]3[O:14][C:13]([S:15][CH2:17][C:18]4[CH:19]=[CH:20][C:21]([O:26][CH3:27])=[C:22]([CH:25]=4)[C:23]#[N:24])=[N:12][N:11]=3)=[CH:9][C:4]=2[CH2:3][CH2:2]1. (7) Given the reactants [NH:1]1[C:5]2[CH:6]=[CH:7][CH:8]=[CH:9][C:4]=2[N:3]=[C:2]1[CH:10]([NH2:20])[CH2:11][C:12]1[CH:17]=[CH:16][C:15]([O:18][CH3:19])=[CH:14][CH:13]=1.[N:21]1[CH:26]=[CH:25][CH:24]=[CH:23][C:22]=1[CH2:27][CH2:28][NH2:29].[C:30](O)(C(F)(F)F)=[O:31], predict the reaction product. The product is: [NH:1]1[C:5]2[CH:6]=[CH:7][CH:8]=[CH:9][C:4]=2[N:3]=[C:2]1[CH:10]([NH:20][C:30]([NH:29][CH2:28][CH2:27][C:22]1[CH:23]=[CH:24][CH:25]=[CH:26][N:21]=1)=[O:31])[CH2:11][C:12]1[CH:17]=[CH:16][C:15]([O:18][CH3:19])=[CH:14][CH:13]=1. (8) Given the reactants [N:1]1([CH2:7][CH2:8][O:9][C:10]2[N:15]=[CH:14][C:13]3[NH:16]/[C:17](=[N:25]\[C:26](=[O:33])[C:27]4[CH:32]=[CH:31][CH:30]=[CH:29][CH:28]=4)/[N:18]([CH:19]4[CH2:24][CH2:23][NH:22][CH2:21][CH2:20]4)[C:12]=3[CH:11]=2)[CH2:6][CH2:5][CH2:4][CH2:3][CH2:2]1.[CH3:34][CH:35]([S:37](Cl)(=[O:39])=[O:38])[CH3:36], predict the reaction product. The product is: [CH:35]([S:37]([N:22]1[CH2:21][CH2:20][CH:19]([N:18]2[C:12]3[CH:11]=[C:10]([O:9][CH2:8][CH2:7][N:1]4[CH2:2][CH2:3][CH2:4][CH2:5][CH2:6]4)[N:15]=[CH:14][C:13]=3[NH:16]/[C:17]/2=[N:25]\[C:26](=[O:33])[C:27]2[CH:32]=[CH:31][CH:30]=[CH:29][CH:28]=2)[CH2:24][CH2:23]1)(=[O:39])=[O:38])([CH3:36])[CH3:34].[CH2:35]([S:37]([N:22]1[CH2:21][CH2:20][CH:19]([N:18]2[C:12]3[CH:11]=[C:10]([O:9][CH2:8][CH2:7][N:1]4[CH2:2][CH2:3][CH2:4][CH2:5][CH2:6]4)[N:15]=[CH:14][C:13]=3[NH:16]/[C:17]/2=[N:25]\[C:26](=[O:33])[C:27]2[CH:32]=[CH:31][CH:30]=[CH:29][CH:28]=2)[CH2:24][CH2:23]1)(=[O:39])=[O:38])[CH3:34]. (9) Given the reactants [F:1][C:2]1[CH:3]=[C:4]([CH3:9])[CH:5]=[CH:6][C:7]=1Br.[Cl:10][C:11]1[CH:12]=[C:13](B(O)O)[CH:14]=[CH:15][C:16]=1[Cl:17].C(=O)([O-])[O-].[Na+].[Na+], predict the reaction product. The product is: [Cl:10][C:11]1[CH:12]=[C:13]([C:7]2[CH:6]=[CH:5][C:4]([CH3:9])=[CH:3][C:2]=2[F:1])[CH:14]=[CH:15][C:16]=1[Cl:17].